This data is from Reaction yield outcomes from USPTO patents with 853,638 reactions. The task is: Predict the reaction yield, written as a fraction of the theoretical maximum amount of product (1.0 means a 100% yield; for example, 0.34 means a 34% yield). (1) The reactants are [CH3:1][O:2][C:3](=[O:31])[CH:4]([NH:16][C:17](=[O:30])[CH:18]([NH:22]C(OC(C)(C)C)=O)[CH2:19][O:20][CH3:21])[CH2:5][C:6]1[CH:15]=[CH:14][C:13]2[C:8](=[CH:9][CH:10]=[CH:11][CH:12]=2)[CH:7]=1.[Cl:32]CCCl. The catalyst is Cl.O1CCOCC1. The product is [ClH:32].[CH3:1][O:2][C:3](=[O:31])[CH:4]([NH:16][C:17](=[O:30])[CH:18]([NH2:22])[CH2:19][O:20][CH3:21])[CH2:5][C:6]1[CH:15]=[CH:14][C:13]2[C:8](=[CH:9][CH:10]=[CH:11][CH:12]=2)[CH:7]=1. The yield is 1.00. (2) The reactants are Cl[C:2]1[CH:3]=[CH:4][C:5]2[N:6]([C:8]([CH2:11][NH:12][C:13](=[O:19])[O:14][C:15]([CH3:18])([CH3:17])[CH3:16])=[N:9][N:10]=2)[N:7]=1.[CH3:20][CH:21]([CH3:26])[CH:22]([OH:25])[C:23]#[CH:24].C(N(CC)CC)C. The catalyst is CC#N.C(Cl)Cl.C1C=CC(P(C2C=CC=CC=2)[C-]2C=CC=C2)=CC=1.C1C=CC(P(C2C=CC=CC=2)[C-]2C=CC=C2)=CC=1.Cl[Pd]Cl.[Fe+2].C(Cl)Cl.[Cu]I. The product is [OH:25][CH:22]([CH:21]([CH3:26])[CH3:20])[C:23]#[C:24][C:2]1[CH:3]=[CH:4][C:5]2[N:6]([C:8]([CH2:11][NH:12][C:13](=[O:19])[O:14][C:15]([CH3:18])([CH3:17])[CH3:16])=[N:9][N:10]=2)[N:7]=1. The yield is 0.750. (3) The product is [Cl:12][C:9]1[N:10]=[C:11]2[C:6](=[CH:7][CH:8]=1)[N:5]=[CH:4][C:3]([C:13](=[O:16])[CH2:14][CH3:15])=[C:2]2[NH:27][CH:24]1[CH2:25][CH2:26][CH:21]([CH2:20][N:18]([CH3:19])[CH3:17])[CH2:22][CH2:23]1. No catalyst specified. The reactants are Cl[C:2]1[C:11]2[C:6](=[CH:7][CH:8]=[C:9]([Cl:12])[N:10]=2)[N:5]=[CH:4][C:3]=1[C:13](=[O:16])[CH2:14][CH3:15].[CH3:17][N:18]([CH2:20][C@H:21]1[CH2:26][CH2:25][C@H:24]([NH2:27])[CH2:23][CH2:22]1)[CH3:19]. The yield is 0.930.